This data is from Catalyst prediction with 721,799 reactions and 888 catalyst types from USPTO. The task is: Predict which catalyst facilitates the given reaction. (1) Product: [Br:19][C:20]1[CH:26]=[CH:25][C:23]([N:24]2[C:15]([CH3:16])=[CH:14][CH:13]=[C:12]2[C:4]2[CH:5]=[CH:6][C:7]([S:8]([CH3:11])(=[O:10])=[O:9])=[C:2]([F:1])[CH:3]=2)=[CH:22][CH:21]=1. The catalyst class is: 626. Reactant: [F:1][C:2]1[CH:3]=[C:4]([C:12](=O)[CH2:13][CH2:14][C:15](=O)[CH3:16])[CH:5]=[CH:6][C:7]=1[S:8]([CH3:11])(=[O:10])=[O:9].[Br:19][C:20]1[CH:26]=[CH:25][C:23]([NH2:24])=[CH:22][CH:21]=1. (2) Reactant: [F:1][C:2]([F:25])([F:24])[C:3]1[CH:4]=[C:5]([NH:9][C:10]([C:12]2[CH:13]=[C:14]3[C:19](=[CH:20][CH:21]=2)[C:18](Cl)=[N:17][N:16]=[C:15]3Cl)=[O:11])[CH:6]=[CH:7][CH:8]=1.[Na+].[I-:27].[IH:28]. Product: [F:1][C:2]([F:25])([F:24])[C:3]1[CH:4]=[C:5]([NH:9][C:10]([C:12]2[CH:13]=[C:14]3[C:19](=[CH:20][CH:21]=2)[C:18]([I:27])=[N:17][N:16]=[C:15]3[I:28])=[O:11])[CH:6]=[CH:7][CH:8]=1. The catalyst class is: 21. (3) Reactant: [CH3:1][N:2]([CH3:6])[CH2:3][CH2:4][NH2:5].[C:7](#[N:10])[CH:8]=[CH2:9]. Product: [CH3:1][N:2]([CH3:6])[CH2:3][CH2:4][NH:5][CH2:9][CH2:8][C:7]#[N:10]. The catalyst class is: 41. (4) Reactant: [C:1]1([N:7]2[C:12](=[O:13])[C:11]3[S:14][CH:15]=[C:16]([C:17]4[CH:22]=[CH:21][CH:20]=[CH:19][CH:18]=4)[C:10]=3[N:9]=[CH:8]2)[CH:6]=[CH:5][CH:4]=[CH:3][CH:2]=1.NC1C(C2C=CC=CC=2[F:35])=CSC=1C(OC)=O.C([O:47][CH2:48]C)(OCC)OCC.COC1C=CC(N)=CC=1. Product: [F:35][C:22]1[CH:21]=[CH:20][CH:19]=[CH:18][C:17]=1[C:16]1[C:10]2[N:9]=[CH:8][N:7]([C:1]3[CH:6]=[CH:5][C:4]([O:47][CH3:48])=[CH:3][CH:2]=3)[C:12](=[O:13])[C:11]=2[S:14][CH:15]=1. The catalyst class is: 15. (5) Reactant: [N:1]1[CH:6]=[CH:5][C:4]([NH:7][C:8]2[C:17]3[C:12](=[CH:13][CH:14]=[CH:15][CH:16]=3)[N:11]=[C:10]([C:18]3[CH:23]=[CH:22][CH:21]=[CH:20][CH:19]=3)[N:9]=2)=[CH:3][CH:2]=1.[OH-].[K+].[CH3:26][O:27][C:28]1[CH:35]=[CH:34][C:31]([CH2:32]Cl)=[CH:30][CH:29]=1. Product: [CH3:26][O:27][C:28]1[CH:35]=[CH:34][C:31]([CH2:32][N:7]([C:4]2[CH:3]=[CH:2][N:1]=[CH:6][CH:5]=2)[C:8]2[C:17]3[C:12](=[CH:13][CH:14]=[CH:15][CH:16]=3)[N:11]=[C:10]([C:18]3[CH:19]=[CH:20][CH:21]=[CH:22][CH:23]=3)[N:9]=2)=[CH:30][CH:29]=1. The catalyst class is: 372.